Dataset: Catalyst prediction with 721,799 reactions and 888 catalyst types from USPTO. Task: Predict which catalyst facilitates the given reaction. (1) Reactant: Cl[C:2]1[C:11]([CH:12]=[O:13])=[CH:10][C:9]2[C:4](=[CH:5][C:6]([O:15][CH2:16][C:17]3[CH:22]=[CH:21][CH:20]=[CH:19][N:18]=3)=[C:7]([Cl:14])[CH:8]=2)[N:3]=1.[OH2:23]. Product: [Cl:14][C:7]1[CH:8]=[C:9]2[C:4](=[CH:5][C:6]=1[O:15][CH2:16][C:17]1[CH:22]=[CH:21][CH:20]=[CH:19][N:18]=1)[NH:3][C:2](=[O:23])[C:11]([CH:12]=[O:13])=[CH:10]2. The catalyst class is: 33. (2) Reactant: [CH:1]([C:3]1[C:4]([C:27]([O:29][CH2:30][CH3:31])=[O:28])=[N:5][N:6]([C:8]([C:21]2[CH:26]=[CH:25][CH:24]=[CH:23][CH:22]=2)([C:15]2[CH:20]=[CH:19][CH:18]=[CH:17][CH:16]=2)[C:9]2[CH:14]=[CH:13][CH:12]=[CH:11][CH:10]=2)[CH:7]=1)=[O:2].[BH4-].[Na+].C1COCC1.C(O)(=O)CC(CC(O)=O)(C(O)=O)O. Product: [OH:2][CH2:1][C:3]1[C:4]([C:27]([O:29][CH2:30][CH3:31])=[O:28])=[N:5][N:6]([C:8]([C:9]2[CH:10]=[CH:11][CH:12]=[CH:13][CH:14]=2)([C:21]2[CH:26]=[CH:25][CH:24]=[CH:23][CH:22]=2)[C:15]2[CH:16]=[CH:17][CH:18]=[CH:19][CH:20]=2)[CH:7]=1. The catalyst class is: 5. (3) Reactant: [CH3:1][N:2]([CH3:17])[C:3]([N:5]1[CH2:9][CH:8]2[CH2:10][C:11]([CH3:16])([C:13](O)=[O:14])[CH2:12][CH:7]2[CH2:6]1)=[O:4].C(N(CC)CC)C.ClC(OCC)=O.[N-:31]=[N+:32]=[N-:33].[Na+]. Product: [CH3:1][N:2]([CH3:17])[C:3]([N:5]1[CH2:9][CH:8]2[CH2:10][C:11]([CH3:16])([C:13]([N:31]=[N+:32]=[N-:33])=[O:14])[CH2:12][CH:7]2[CH2:6]1)=[O:4]. The catalyst class is: 95.